This data is from Full USPTO retrosynthesis dataset with 1.9M reactions from patents (1976-2016). The task is: Predict the reactants needed to synthesize the given product. (1) Given the product [CH:1]1([N:6]2[CH2:7][CH2:8][N:9]([C:12]([C:14]3[CH:15]=[C:16]4[C:20](=[CH:21][CH:22]=3)[N:19]([CH:36]([CH3:38])[CH3:37])[C:18]([C:23]([N:25]3[CH2:26][CH2:27][C:28]([F:31])([F:32])[CH2:29][CH2:30]3)=[O:24])=[CH:17]4)=[O:13])[CH2:10][CH2:11]2)[CH2:5][CH2:4][CH2:3][CH2:2]1, predict the reactants needed to synthesize it. The reactants are: [CH:1]1([N:6]2[CH2:11][CH2:10][N:9]([C:12]([C:14]3[CH:15]=[C:16]4[C:20](=[CH:21][CH:22]=3)[NH:19][C:18]([C:23]([N:25]3[CH2:30][CH2:29][C:28]([F:32])([F:31])[CH2:27][CH2:26]3)=[O:24])=[CH:17]4)=[O:13])[CH2:8][CH2:7]2)[CH2:5][CH2:4][CH2:3][CH2:2]1.[H-].[Na+].Br[CH:36]([CH3:38])[CH3:37]. (2) Given the product [NH2:28][C:25]1[N:24]=[CH:23][C:22]([C:21]#[C:20][C:19]2[C:18]([CH3:29])=[N:17][C:16]([NH2:30])=[N:15][C:14]=2[C:11]2[CH2:12][CH2:13][NH:8][CH2:9][CH:10]=2)=[CH:27][CH:26]=1, predict the reactants needed to synthesize it. The reactants are: C(OC([N:8]1[CH2:13][CH:12]=[C:11]([C:14]2[C:19]([C:20]#[C:21][C:22]3[CH:23]=[N:24][C:25]([NH2:28])=[CH:26][CH:27]=3)=[C:18]([CH3:29])[N:17]=[C:16]([NH2:30])[N:15]=2)[CH2:10][CH2:9]1)=O)(C)(C)C.C(O)(C(F)(F)F)=O.C([O-])([O-])=O.[Na+].[Na+]. (3) Given the product [CH3:1][C@H:2]1[CH2:7][CH2:6][CH2:5][CH2:4][C@@H:3]1[N:8]1[C:12]2[CH:13]=[CH:14][C:15]([C:17]([OH:19])=[O:18])=[CH:16][C:11]=2[N:10]=[C:9]1[CH2:20][C:21]1[S:22][CH:23]=[CH:24][CH:25]=1, predict the reactants needed to synthesize it. The reactants are: [CH3:1][C@@H:2]1[CH2:7][CH2:6][CH2:5][CH2:4][C@H:3]1[N:8]1[C:12]2[CH:13]=[CH:14][C:15]([C:17]([OH:19])=[O:18])=[CH:16][C:11]=2[N:10]=[C:9]1[CH2:20][C:21]1[S:22][CH:23]=[CH:24][CH:25]=1.COC(=O)C1C=CC(N[C@H]2CCCC[C@@H]2C)=C(N)C=1.Cl.C[C@H]1CCCC[C@@H]1N. (4) Given the product [F:13][C:14]1[CH:19]=[C:18]([CH2:20][C:21](=[O:25])[CH:22]([CH3:24])[CH3:23])[CH:17]=[CH:16][N:15]=1, predict the reactants needed to synthesize it. The reactants are: C(NC(C)C)(C)C.C([Li])CCC.[F:13][C:14]1[CH:19]=[C:18]([CH3:20])[CH:17]=[CH:16][N:15]=1.[C:21](OC)(=[O:25])[CH:22]([CH3:24])[CH3:23]. (5) Given the product [Br:13][C:14]1[CH:19]=[CH:18][C:17]([S:20]([N:11]([CH3:12])[CH3:10])(=[O:22])=[O:21])=[CH:16][C:15]=1[CH3:24], predict the reactants needed to synthesize it. The reactants are: C(N(C(C)C)CC)(C)C.[CH3:10][NH:11][CH3:12].[Br:13][C:14]1[CH:19]=[CH:18][C:17]([S:20](Cl)(=[O:22])=[O:21])=[CH:16][C:15]=1[CH3:24].